From a dataset of Reaction yield outcomes from USPTO patents with 853,638 reactions. Predict the reaction yield, written as a fraction of the theoretical maximum amount of product (1.0 means a 100% yield; for example, 0.34 means a 34% yield). The reactants are [NH2:1][C:2]1[NH:6][N:5]=[C:4]([C:7]2[CH:12]=[CH:11][C:10]([O:13][C:14]3[CH:19]=[CH:18][CH:17]=[CH:16][CH:15]=3)=[CH:9][CH:8]=2)[C:3]=1[C:20]([NH2:22])=[O:21].C([O:25][C:26](=O)[CH2:27][C:28]([CH:30]1[CH2:35][CH2:34][N:33](C(OC(C)(C)C)=O)[CH2:32][CH2:31]1)=O)C. The catalyst is CC(O)=O. The product is [O:25]=[C:26]1[CH:27]=[C:28]([CH:30]2[CH2:35][CH2:34][NH:33][CH2:32][CH2:31]2)[N:6]2[N:5]=[C:4]([C:7]3[CH:8]=[CH:9][C:10]([O:13][C:14]4[CH:19]=[CH:18][CH:17]=[CH:16][CH:15]=4)=[CH:11][CH:12]=3)[C:3]([C:20]([NH2:22])=[O:21])=[C:2]2[NH:1]1. The yield is 0.500.